This data is from Forward reaction prediction with 1.9M reactions from USPTO patents (1976-2016). The task is: Predict the product of the given reaction. (1) Given the reactants [N+:1]([C:4]1[CH:12]=[CH:11][CH:10]=[C:9]2[C:5]=1[CH2:6][CH:7]([C:13]([NH:15][C:16]1[CH:21]=[CH:20][C:19]([N:22]3[CH2:27][CH2:26][O:25][CH2:24][CH2:23]3)=[CH:18][CH:17]=1)=[O:14])[CH2:8]2)([O-])=O.S(S([O-])=O)([O-])=O.[Na+].[Na+], predict the reaction product. The product is: [NH2:1][C:4]1[CH:12]=[CH:11][CH:10]=[C:9]2[C:5]=1[CH2:6][CH:7]([C:13]([NH:15][C:16]1[CH:21]=[CH:20][C:19]([N:22]3[CH2:27][CH2:26][O:25][CH2:24][CH2:23]3)=[CH:18][CH:17]=1)=[O:14])[CH2:8]2. (2) Given the reactants [O:1]1[C:5]2[CH:6]=[CH:7][CH:8]=[C:9]([CH2:10]O)[C:4]=2[O:3][CH2:2]1.S(Cl)([Cl:14])=O, predict the reaction product. The product is: [Cl:14][CH2:10][C:9]1[C:4]2[O:3][CH2:2][O:1][C:5]=2[CH:6]=[CH:7][CH:8]=1.